From a dataset of Peptide-MHC class II binding affinity with 134,281 pairs from IEDB. Regression. Given a peptide amino acid sequence and an MHC pseudo amino acid sequence, predict their binding affinity value. This is MHC class II binding data. The peptide sequence is YIGDLRTKMFTRLIE. The MHC is DRB1_0101 with pseudo-sequence DRB1_0101. The binding affinity (normalized) is 0.499.